From a dataset of Forward reaction prediction with 1.9M reactions from USPTO patents (1976-2016). Predict the product of the given reaction. (1) Given the reactants [Si:1]([O:8][CH2:9][C@@H:10]([N:19]1[CH:24]=[CH:23][C:22]([C:25]2[CH:30]=[CH:29][N:28]=[C:27](S(C)(=O)=O)[N:26]=2)=[CH:21][C:20]1=[O:35])[C:11]1[CH:16]=[CH:15][C:14]([Cl:17])=[C:13]([F:18])[CH:12]=1)([C:4]([CH3:7])([CH3:6])[CH3:5])([CH3:3])[CH3:2].Cl.[CH:37]12[CH2:44][CH:40]([CH:41]([NH2:43])[CH2:42]1)[CH2:39][O:38]2, predict the reaction product. The product is: [CH:37]12[CH2:44][CH:40]([CH:41]([NH:43][C:27]3[N:26]=[C:25]([C:22]4[CH:23]=[CH:24][N:19]([C@@H:10]([C:11]5[CH:16]=[CH:15][C:14]([Cl:17])=[C:13]([F:18])[CH:12]=5)[CH2:9][O:8][Si:1]([C:4]([CH3:7])([CH3:6])[CH3:5])([CH3:3])[CH3:2])[C:20](=[O:35])[CH:21]=4)[CH:30]=[CH:29][N:28]=3)[CH2:42]1)[CH2:39][O:38]2. (2) Given the reactants [CH2:1]([O:3][C:4]([C:6]1[C:11]([NH2:12])=[CH:10][CH:9]=[C:8](Br)[N:7]=1)=[O:5])[CH3:2].P([O-])([O-])([O-])=O.[K+].[K+].[K+].C1(P([CH:35]2[CH2:40][CH2:39]CCC2)C2CCCCC2)CCCCC1.C1(B(O)O)CC1, predict the reaction product. The product is: [CH2:1]([O:3][C:4]([C:6]1[C:11]([NH2:12])=[CH:10][CH:9]=[C:8]([CH:39]2[CH2:40][CH2:35]2)[N:7]=1)=[O:5])[CH3:2]. (3) Given the reactants [F:1][C:2]([F:7])([F:6])[C:3]([OH:5])=[O:4].[NH2:8][C@@H:9]1[CH2:13][CH2:12][N:11]([C:14]2[N:22]=[C:21]3[C:17]([N:18]=[CH:19][N:20]3[C@H:23]3[C@H:27]([OH:28])[C@H:26]([OH:29])[C@@H:25]([CH2:30][OH:31])[O:24]3)=[C:16]([NH:32][CH2:33][CH:34]([C:41]3[CH:46]=[CH:45][CH:44]=[CH:43][CH:42]=3)[C:35]3[CH:40]=[CH:39][CH:38]=[CH:37][CH:36]=3)[N:15]=2)[CH2:10]1.C(N(CC)CC)C.[N:54]1([C:68]2[CH:73]=[CH:72][CH:71]=[CH:70][N:69]=2)[CH2:59][CH2:58][CH:57]([NH:60][C:61](N2C=CN=C2)=[O:62])[CH2:56][CH2:55]1, predict the reaction product. The product is: [F:1][C:2]([F:7])([F:6])[C:3]([OH:5])=[O:4].[OH:28][C@@H:27]1[C@H:26]([OH:29])[C@@H:25]([CH2:30][OH:31])[O:24][C@H:23]1[N:20]1[CH:19]=[N:18][C:17]2[C:21]1=[N:22][C:14]([N:11]1[CH2:12][CH2:13][C@@H:9]([NH:8][C:61]([NH:60][CH:57]3[CH2:56][CH2:55][N:54]([C:68]4[CH:73]=[CH:72][CH:71]=[CH:70][N:69]=4)[CH2:59][CH2:58]3)=[O:62])[CH2:10]1)=[N:15][C:16]=2[NH:32][CH2:33][CH:34]([C:41]1[CH:46]=[CH:45][CH:44]=[CH:43][CH:42]=1)[C:35]1[CH:36]=[CH:37][CH:38]=[CH:39][CH:40]=1. (4) Given the reactants [Cl:1][C:2]1[CH:7]=[CH:6][C:5]([NH:8][C:9]([NH:11][C:12]2[CH:27]=[CH:26][C:15](OC3C=CN=C(C([O-])=O)C=3)=[CH:14][CH:13]=2)=[O:10])=[CH:4][C:3]=1[C:28]([F:31])([F:30])[F:29].C[O:33][C:34]([C:36]1[CH:41]=[C:40]([O:42]C2C=CC(N)=CC=2)[CH:39]=[CH:38][N:37]=1)=[O:35], predict the reaction product. The product is: [Cl:1][C:2]1[CH:7]=[CH:6][C:5]([NH:8][C:9]([NH:11][C:12]2[CH:13]=[C:14]([CH:15]=[CH:26][CH:27]=2)[O:42][C:40]2[CH:39]=[CH:38][N:37]=[C:36]([C:34]([OH:35])=[O:33])[CH:41]=2)=[O:10])=[CH:4][C:3]=1[C:28]([F:29])([F:30])[F:31].